From a dataset of Forward reaction prediction with 1.9M reactions from USPTO patents (1976-2016). Predict the product of the given reaction. (1) Given the reactants [CH3:1][N:2]([C@H:16]1[CH2:21][CH2:20][C@H:19]([C:22]#[C:23][CH2:24][N:25]([CH3:29])[CH2:26][CH2:27][CH3:28])[CH2:18][CH2:17]1)[S:3]([C:6]1[CH:11]=[CH:10][C:9]([NH:12]C(=O)C)=[CH:8][CH:7]=1)(=[O:5])=[O:4].C[O-].[Na+], predict the reaction product. The product is: [NH2:12][C:9]1[CH:8]=[CH:7][C:6]([S:3]([N:2]([CH3:1])[C@H:16]2[CH2:17][CH2:18][C@H:19]([C:22]#[C:23][CH2:24][N:25]([CH3:29])[CH2:26][CH2:27][CH3:28])[CH2:20][CH2:21]2)(=[O:5])=[O:4])=[CH:11][CH:10]=1. (2) Given the reactants [CH3:1][O:2][C:3](=[O:9])[CH2:4][S:5][CH2:6][CH2:7][CH3:8].C[O-].[Na+].[CH:13](OC)=O.[F:17][C:18]([F:28])([F:27])[O:19][C:20]1[CH:25]=[CH:24][CH:23]=[CH:22][C:21]=1[NH2:26].Cl, predict the reaction product. The product is: [CH3:1][O:2][C:3](=[O:9])[C:4]([S:5][CH2:6][CH2:7][CH3:8])=[CH:13][NH:26][C:21]1[CH:22]=[CH:23][CH:24]=[CH:25][C:20]=1[O:19][C:18]([F:27])([F:28])[F:17]. (3) Given the reactants [OH:1][C@H:2]([CH2:7][NH:8][C:9]1[CH:10]=[CH:11][C:12]2[N:18]([CH3:19])[C:17](=[O:20])[O:16][CH2:15][CH2:14][C:13]=2[CH:21]=1)[C:3]([O:5][CH3:6])=[O:4].[C:22](N1C=CN=C1)(N1C=CN=C1)=[O:23], predict the reaction product. The product is: [CH3:19][N:18]1[C:12]2[CH:11]=[CH:10][C:9]([N:8]3[CH2:7][C@H:2]([C:3]([O:5][CH3:6])=[O:4])[O:1][C:22]3=[O:23])=[CH:21][C:13]=2[CH2:14][CH2:15][O:16][C:17]1=[O:20].